Regression. Given two drug SMILES strings and cell line genomic features, predict the synergy score measuring deviation from expected non-interaction effect. From a dataset of NCI-60 drug combinations with 297,098 pairs across 59 cell lines. Drug 1: CC(C1=C(C=CC(=C1Cl)F)Cl)OC2=C(N=CC(=C2)C3=CN(N=C3)C4CCNCC4)N. Drug 2: CC1=C(C=C(C=C1)C(=O)NC2=CC(=CC(=C2)C(F)(F)F)N3C=C(N=C3)C)NC4=NC=CC(=N4)C5=CN=CC=C5. Cell line: SK-MEL-5. Synergy scores: CSS=-2.37, Synergy_ZIP=2.46, Synergy_Bliss=0.385, Synergy_Loewe=-9.24, Synergy_HSA=-5.66.